Dataset: Catalyst prediction with 721,799 reactions and 888 catalyst types from USPTO. Task: Predict which catalyst facilitates the given reaction. (1) Reactant: [CH3:1][C:2]1[NH:6][N:5]=[N:4][N:3]=1.C(=O)([O-])[O-].[K+].[K+].[Br:13][C:14]1[CH:19]=[CH:18][C:17]([O:20][CH:21]([F:23])[F:22])=[CH:16][C:15]=1[CH2:24]Br. Product: [Br:13][C:14]1[CH:19]=[CH:18][C:17]([O:20][CH:21]([F:22])[F:23])=[CH:16][C:15]=1[CH2:24][N:4]1[N:5]=[N:6][C:2]([CH3:1])=[N:3]1. The catalyst class is: 3. (2) Reactant: [O:1]=[C:2]1[N:6]([C:7]2[CH:15]=[CH:14][CH:13]=[C:12]3[C:8]=2[CH:9]=[N:10][N:11]3[C:16]2[CH:17]=[C:18]([CH3:22])[CH:19]=[CH:20][CH:21]=2)[CH2:5][CH2:4][N:3]1[CH2:23][C:24]([O:26]C(C)(C)C)=[O:25].[F:31][C:32]([F:37])([F:36])[C:33]([OH:35])=[O:34]. Product: [O:1]=[C:2]1[N:6]([C:7]2[CH:15]=[CH:14][CH:13]=[C:12]3[C:8]=2[CH:9]=[N:10][N:11]3[C:16]2[CH:17]=[C:18]([CH3:22])[CH:19]=[CH:20][CH:21]=2)[CH2:5][CH2:4][N:3]1[CH2:23][C:24]([OH:26])=[O:25].[F:31][C:32]([F:37])([F:36])[C:33]([OH:35])=[O:34]. The catalyst class is: 2. (3) Reactant: [CH2:1]([N:4]1[C:13]2[C:8](=[CH:9][CH:10]=[CH:11][N:12]=2)[C:7]([OH:14])=[C:6]([C:15]2[NH:20][C:19]3[CH:21]=[CH:22][CH:23]=[CH:24][C:18]=3[S:17](=[O:26])(=[O:25])[N:16]=2)[C:5]1=[O:27])[CH:2]=[CH2:3].C[N+]1([O-])CC[O:32]CC1.C1COCC1.S(=O)(O)[O-].[Na+].[OH2:46]. Product: [OH:46][CH:2]([CH2:3][OH:32])[CH2:1][N:4]1[C:13]2[C:8](=[CH:9][CH:10]=[CH:11][N:12]=2)[C:7]([OH:14])=[C:6]([C:15]2[NH:20][C:19]3[CH:21]=[CH:22][CH:23]=[CH:24][C:18]=3[S:17](=[O:25])(=[O:26])[N:16]=2)[C:5]1=[O:27]. The catalyst class is: 771. (4) Reactant: O=[C:2]1[CH2:7][CH2:6][CH2:5][CH2:4][N:3]1[CH:8]1[CH2:13][CH2:12][N:11]([C:14]([O:16][C:17]([CH3:20])([CH3:19])[CH3:18])=[O:15])[CH2:10][CH2:9]1.COC1C=CC(P2(SP(C3C=CC(OC)=CC=3)(=S)S2)=[S:30])=CC=1. Product: [S:30]=[C:2]1[CH2:7][CH2:6][CH2:5][CH2:4][N:3]1[CH:8]1[CH2:13][CH2:12][N:11]([C:14]([O:16][C:17]([CH3:20])([CH3:19])[CH3:18])=[O:15])[CH2:10][CH2:9]1. The catalyst class is: 11.